This data is from Catalyst prediction with 721,799 reactions and 888 catalyst types from USPTO. The task is: Predict which catalyst facilitates the given reaction. (1) Reactant: CCCCCC.C([Li])CCC.C1COCC1.[CH:17]1[C:25]2[C:24]3[CH:26]=[CH:27][CH:28]=[CH:29][C:23]=3[O:22][C:21]=2[CH:20]=[CH:19][CH:18]=1.[Br:30]CCBr. Product: [Br:30][C:17]1[C:25]2[C:24]3[CH:26]=[CH:27][CH:28]=[CH:29][C:23]=3[O:22][C:21]=2[CH:20]=[CH:19][CH:18]=1. The catalyst class is: 6. (2) Reactant: [N:1]1[CH:6]=[CH:5][CH:4]=[C:3]([C:7]2[CH:11]=[N:10][S:9][N:8]=2)[CH:2]=1.[CH3:12]I. Product: [CH3:12][N:1]1[CH2:6][CH2:5][CH:4]=[C:3]([C:7]2[CH:11]=[N:10][S:9][N:8]=2)[CH2:2]1. The catalyst class is: 21. (3) Reactant: [BH4-].[Na+].[CH2:3]([O:10][C:11]1[CH:16]=[CH:15][C:14]([C:17](=[O:34])[CH2:18][N:19]2[CH2:24][CH2:23][C:22]([OH:33])([C:25]3[CH:26]=[N:27][C:28]([O:31][CH3:32])=[CH:29][CH:30]=3)[CH2:21][CH2:20]2)=[CH:13][C:12]=1[F:35])[C:4]1[CH:9]=[CH:8][CH:7]=[CH:6][CH:5]=1. Product: [CH2:3]([O:10][C:11]1[CH:16]=[CH:15][C:14]([CH:17]([OH:34])[CH2:18][N:19]2[CH2:20][CH2:21][C:22]([C:25]3[CH:26]=[N:27][C:28]([O:31][CH3:32])=[CH:29][CH:30]=3)([OH:33])[CH2:23][CH2:24]2)=[CH:13][C:12]=1[F:35])[C:4]1[CH:9]=[CH:8][CH:7]=[CH:6][CH:5]=1. The catalyst class is: 8. (4) Product: [OH:11][C:12]1([C:2]2[S:1][CH:5]=[CH:4][N:3]=2)[CH2:15][C:14]2([CH2:20][CH2:19][CH:18]([C:21]([O:23][CH2:24][CH3:25])=[O:22])[CH2:17][CH2:16]2)[CH2:13]1. Reactant: [S:1]1[CH:5]=[CH:4][N:3]=[CH:2]1.C([Mg]Cl)(C)C.[O:11]=[C:12]1[CH2:15][C:14]2([CH2:20][CH2:19][CH:18]([C:21]([O:23][CH2:24][CH3:25])=[O:22])[CH2:17][CH2:16]2)[CH2:13]1. The catalyst class is: 683. (5) Reactant: [N:1]1[S:2][CH:3]=[C:4]2[C:9]([C:10](OC)=[O:11])=[CH:8][CH:7]=[CH:6][C:5]=12.[H-].C([Al+]CC(C)C)C(C)C.O. Product: [N:1]1[S:2][CH:3]=[C:4]2[C:9]([CH2:10][OH:11])=[CH:8][CH:7]=[CH:6][C:5]=12. The catalyst class is: 7. (6) Product: [CH-:1]1[CH:5]=[CH:4][CH:3]=[CH:2]1.[CH-:6]1[CH:10]=[CH:9][CH:8]=[CH:7]1.[Rh+2:11].[CH3:48][CH:46]([Si:42]([CH:49]([CH3:51])[CH3:50])([CH:43]([CH3:45])[CH3:44])[C:41]#[C:40][C:29]1[C:28]2[C:19](=[CH:20][C:21]3[C:26]([CH:27]=2)=[CH:25][CH:24]=[CH:23][CH:22]=3)[C:18]([C:17]#[C:16][Si:15]([CH:52]([CH3:54])[CH3:53])([CH:13]([CH3:14])[CH3:12])[CH:55]([CH3:56])[CH3:57])=[C:39]2[C:30]=1[CH:31]=[C:32]1[C:37](=[CH:38]2)[CH:36]=[CH:35][CH:34]=[CH:33]1)[CH3:47]. Reactant: [CH-:1]1[CH:5]=[CH:4][CH:3]=[CH:2]1.[CH-:6]1[CH:10]=[CH:9][CH:8]=[CH:7]1.[Rh+2:11].[CH3:12][CH:13]([Si:15]([CH:55]([CH3:57])[CH3:56])([CH:52]([CH3:54])[CH3:53])[C:16]#[C:17][C:18]1[C:39]2[C:30](=[CH:31][C:32]3[C:37]([CH:38]=2)=[CH:36][CH:35]=[CH:34][CH:33]=3)[C:29]([C:40]#[C:41][Si:42]([CH:49]([CH3:51])[CH3:50])([CH:46]([CH3:48])[CH3:47])[CH:43]([CH3:45])[CH3:44])=[C:28]2[C:19]=1[CH:20]=[C:21]1[C:26](=[CH:27]2)[CH:25]=[CH:24][CH:23]=[CH:22]1)[CH3:14]. The catalyst class is: 159.